From a dataset of Experimentally validated miRNA-target interactions with 360,000+ pairs, plus equal number of negative samples. Binary Classification. Given a miRNA mature sequence and a target amino acid sequence, predict their likelihood of interaction. (1) Result: 0 (no interaction). The miRNA is hsa-miR-6857-5p with sequence UUGGGGAUUGGGUCAGGCCAGU. The protein sequence of the target gene is MVSGPLALRWCPWAGHRDMGPDMELPSHSKQLLLQLNQQRAKGFLCDVIIMVENSIFRAHKNVLAASSIYFKSLVLHDNLINLDTDMVSSTVFQQILDFIYTGKLLPSDQPSEPNFSTLLTAASYLQLPELAALCRRKLKRAGKPFGPGRVGTAGIGRPTRSQRLSTASVIQARFPGLVDVRKGHPAPQELPQAKGSDDELFLGTSTQESTHGLGLGGPAGGEMGLGGCSTSTNGSSGGCEQELGLDLSKKSPPLPPTTPGPHLTPEDPAQLSDSQRESPAPTSTSALPVGNSASFVELG.... (2) The miRNA is mmu-miR-6951-3p with sequence CUUUUUUCUUCACAAAUACAG. The protein sequence of the target gene is MSSFSRAPQQWATFARIWYLLDGKMQPPGKLAAMASIRLQGLHKPVYHALSDCGDHVVIMNTRHIAFSGNKWEQKVYSSHTGYPGGFRQVTAAQLHLRDPVAIVKLAIYGMLPKNLHRRTMMERLHLFPDEYIPEDILKNLVEELPQPRKIPKRLDEYTQEEIDAFPRLWTPPEDYRL. Result: 0 (no interaction). (3) The miRNA is hsa-miR-145-5p with sequence GUCCAGUUUUCCCAGGAAUCCCU. The protein sequence of the target gene is MAAVVQQNDLVFEFASNVMEDERQLGDPAIFPAVIVEHVPGADILNSYAGLACVEEPNDMITESSLDVAEEEIIDDDDDDITLTVEASCHDGDETIETIEAAEALLNMDSPGPMLDEKRINNNIFSSPEDDMVVAPVTHVSVTLDGIPEVMETQQVQEKYADSPGASSPEQPKRKKGRKTKPPRPDSPATTPNISVKKKNKDGKGNTIYLWEFLLALLQDKATCPKYIKWTQREKGIFKLVDSKAVSRLWGKHKNKPDMNYETMGRALRYYYQRGILAKVEGQRLVYQFKEMPKDLIYIN.... Result: 0 (no interaction). (4) The miRNA is hsa-miR-632 with sequence GUGUCUGCUUCCUGUGGGA. The protein sequence of the target gene is MGFELDRFDGDVDPDLKCALCHKVLEDPLTTPCGHVFCAGCVLPWVVQEGSCPARCRGRLSAKELNHVLPLKRLILKLDIKCAYATRGCGRVVKLQQLPEHLERCDFAPARCRHAGCGQVLLRRDVEAHMRDACDARPVGRCQEGCGLPLTHGEQRAGGHCCARALRAHNGALQARLGALHKALKKEALRAGKREKSLVAQLAAAQLELQMTALRYQKKFTEYSARLDSLSRCVAAPPGGKGEETKSLTLVLHRDSGSLGFNIIGGRPSVDNHDGSSSEGIFVSKIVDSGPAAKEGGLQI.... Result: 0 (no interaction). (5) The miRNA is mmu-miR-291b-3p with sequence AAAGUGCAUCCAUUUUGUUUGU. The protein sequence of the target gene is MAGLTAAAPRPGVLLLLLSILHPSRPGGVPGAIPGGVPGGVFYPGAGLGALGGGALGPGGKPLKPVPGGLAGAGLGAGLGAFPAVTFPGALVPGGVADAAAAYKAAKAGAGLGGVPGVGGLGVSAGAVVPQPGAGVKPGKVPGVGLPGVYPGGVLPGARFPGVGVLPGVPTGAGVKPKAPGVGGAFAGIPGVGPFGGPQPGVPLGYPIKAPKLPGGYGLPYTTGKLPYGYGPGGVAGAAGKAGYPTGTGVGPQAAAAAAAKAAAKFGAGAAGVLPGVGGAGVPGVPGAIPGIGGIAGVGT.... Result: 0 (no interaction). (6) The miRNA is hsa-miR-6825-5p with sequence UGGGGAGGUGUGGAGUCAGCAU. The protein sequence of the target gene is MSDLLLLGLIGGLTLLLLLTLLAFAGYSGLLAGVEVSAGSPPIRNVTVAYKFHMGLYGETGRLFTESCSISPKLRSIAVYYDNPHMVPPDKCRCAVGSILSEGEESPSPELIDLYQKFGFKVFSFPAPSHVVTATFPYTTILSIWLATRRVHPALDTYIKERKLCAYPRLEIYQEDQIHFMCPLARQGDFYVPEMKETEWKWRGLVEAIDTQVDGTGADTMSDTSSVSLEVSPGSRETSAATLSPGASSRGWDDGDTRSEHSYSESGASGSSFEELDLEGEGPLGESRLDPGTEPLGTTK.... Result: 0 (no interaction).